From a dataset of Reaction yield outcomes from USPTO patents with 853,638 reactions. Predict the reaction yield, written as a fraction of the theoretical maximum amount of product (1.0 means a 100% yield; for example, 0.34 means a 34% yield). (1) The reactants are [OH:1][CH:2]1[CH2:7][CH2:6][NH:5][CH2:4][CH2:3]1.C(N(CC)C(C)C)(C)C.Cl[C:18]([O:20][CH:21]([CH3:23])[CH3:22])=[O:19]. The catalyst is ClCCl. The product is [CH:21]([O:20][C:18]([N:5]1[CH2:6][CH2:7][CH:2]([OH:1])[CH2:3][CH2:4]1)=[O:19])([CH3:23])[CH3:22]. The yield is 0.830. (2) The reactants are [CH2:1]([O:8][C:9]1[CH:10]=[C:11]([CH:17]([C:19]2[CH:24]=[CH:23][C:22]([O:25][CH3:26])=[C:21]([O:27][CH2:28][C:29]3[CH:34]=[CH:33][CH:32]=[CH:31][CH:30]=3)[CH:20]=2)O)[CH:12]=[CH:13][C:14]=1[O:15][CH3:16])[C:2]1[CH:7]=[CH:6][CH:5]=[CH:4][CH:3]=1.[NH:35]1[CH:39]=[N:38][CH:37]=[N:36]1.CC1C=CC(S(O)(=O)=O)=CC=1. The catalyst is C1(C)C=CC=CC=1. The product is [CH2:1]([O:8][C:9]1[CH:10]=[C:11]([CH:17]([C:19]2[CH:24]=[CH:23][C:22]([O:25][CH3:26])=[C:21]([O:27][CH2:28][C:29]3[CH:34]=[CH:33][CH:32]=[CH:31][CH:30]=3)[CH:20]=2)[N:35]2[CH:39]=[N:38][CH:37]=[N:36]2)[CH:12]=[CH:13][C:14]=1[O:15][CH3:16])[C:2]1[CH:7]=[CH:6][CH:5]=[CH:4][CH:3]=1. The yield is 0.840. (3) The catalyst is C(Cl)Cl.CC(C)[O-].[Ti+4].CC(C)[O-].CC(C)[O-].CC(C)[O-]. The yield is 0.550. The reactants are [CH:1]1([CH2:7][CH:8]=[O:9])[CH2:6][CH2:5][CH2:4][CH2:3][CH2:2]1.C[Si]([C:14]#[N:15])(C)C. The product is [CH:1]1([CH2:7][CH:8]([OH:9])[C:14]#[N:15])[CH2:6][CH2:5][CH2:4][CH2:3][CH2:2]1. (4) The catalyst is O=[Pt]=O.C(O)(=O)C. The reactants are [CH2:1]1[C:9]2[C:4](=[CH:5][CH:6]=[CH:7][CH:8]=2)[CH2:3][CH:2]1[C:10]([OH:12])=[O:11]. The product is [CH2:1]1[CH:9]2[CH:4]([CH2:5][CH2:6][CH2:7][CH2:8]2)[CH2:3][CH:2]1[C:10]([OH:12])=[O:11]. The yield is 0.950. (5) The reactants are [NH:1]1[CH:5]=[CH:4][N:3]=[C:2]1[CH:6]=[O:7].C(N(CC)C(C)C)(C)C.[C:17](Cl)([C:30]1[CH:35]=[CH:34][CH:33]=[CH:32][CH:31]=1)([C:24]1[CH:29]=[CH:28][CH:27]=[CH:26][CH:25]=1)[C:18]1[CH:23]=[CH:22][CH:21]=[CH:20][CH:19]=1. The catalyst is CN(C=O)C. The product is [C:17]([N:1]1[CH:5]=[CH:4][N:3]=[C:2]1[CH:6]=[O:7])([C:18]1[CH:23]=[CH:22][CH:21]=[CH:20][CH:19]=1)([C:30]1[CH:31]=[CH:32][CH:33]=[CH:34][CH:35]=1)[C:24]1[CH:25]=[CH:26][CH:27]=[CH:28][CH:29]=1. The yield is 0.460. (6) The reactants are C[Al](C)C.[CH3:5][NH:6][CH3:7].[CH2:8]([O:10][C:11]([N:13]1[C:22]2[C:17](=[CH:18][C:19]([Br:23])=[CH:20][CH:21]=2)[N:16]([CH:24]([C:29]2[CH:34]=[C:33]([C:35]([F:38])([F:37])[F:36])[CH:32]=[C:31]([C:39]([F:42])([F:41])[F:40])[CH:30]=2)[C:25]([O:27]C)=O)[CH2:15][CH:14]1[CH2:43][CH3:44])=[O:12])[CH3:9].C(Cl)Cl.CCOC(C)=O. The catalyst is C1(C)C=CC=CC=1.[C@H](O)(C([O-])=O)[C@@H](O)C([O-])=O.[Na+].[K+]. The product is [CH2:8]([O:10][C:11]([N:13]1[C:22]2[C:17](=[CH:18][C:19]([Br:23])=[CH:20][CH:21]=2)[N:16]([CH:24]([C:29]2[CH:34]=[C:33]([C:35]([F:36])([F:38])[F:37])[CH:32]=[C:31]([C:39]([F:40])([F:42])[F:41])[CH:30]=2)[C:25](=[O:27])[N:6]([CH3:7])[CH3:5])[CH2:15][CH:14]1[CH2:43][CH3:44])=[O:12])[CH3:9]. The yield is 0.350. (7) The product is [F:25][C:24]([F:26])([F:27])[C:22]1[CH:23]=[C:18]([CH:19]=[C:20]([C:28]([F:31])([F:29])[F:30])[CH:21]=1)[CH2:17][N:10]1[CH2:9][C@H:8]([CH2:11][CH:12]([CH3:14])[CH3:13])[NH:7][C:6](=[O:15])[C@@H:5]1[CH2:1][CH:2]([CH3:4])[CH3:3]. No catalyst specified. The reactants are [CH2:1]([C@@H:5]1[NH:10][CH2:9][C@H:8]([CH2:11][CH:12]([CH3:14])[CH3:13])[NH:7][C:6]1=[O:15])[CH:2]([CH3:4])[CH3:3].Br[CH2:17][C:18]1[CH:23]=[C:22]([C:24]([F:27])([F:26])[F:25])[CH:21]=[C:20]([C:28]([F:31])([F:30])[F:29])[CH:19]=1.FC1C=CC(CN2C[C@H](CC(C)C)NC(=O)[C@@H]2CC(C)C)=C(C(F)(F)F)C=1. The yield is 0.146. (8) The reactants are [CH3:1][O:2][C:3]1[CH:4]=[C:5]([C:11]([CH3:19])([CH3:18])[CH:12]([OH:17])[CH2:13][N+:14]([O-:16])=[O:15])[CH:6]=[CH:7][C:8]=1[O:9][CH3:10].C1C=C[NH+]=CC=1.[O-][Cr](Cl)(=O)=O. The catalyst is C(Cl)Cl.CCOCC. The product is [CH3:1][O:2][C:3]1[CH:4]=[C:5]([C:11]([CH3:19])([CH3:18])[C:12](=[O:17])[CH2:13][N+:14]([O-:16])=[O:15])[CH:6]=[CH:7][C:8]=1[O:9][CH3:10]. The yield is 0.720. (9) The reactants are [CH3:1][O:2][C:3]1[CH:4]=[C:5]2[C:10](=[CH:11][C:12]=1[O:13][CH3:14])[N:9]=[CH:8][CH:7]=[C:6]2[O:15][C:16]1[CH:22]=[CH:21][C:19]([NH2:20])=[CH:18][C:17]=1[F:23].C(O)C.[C:27]1([C:33]([N:35]=[C:36]=[S:37])=[O:34])[CH:32]=[CH:31][CH:30]=[CH:29][CH:28]=1. The catalyst is C1(C)C=CC=CC=1. The product is [C:33]([NH:35][C:36]([NH:20][C:19]1[CH:21]=[CH:22][C:16]([O:15][C:6]2[C:5]3[C:10](=[CH:11][C:12]([O:13][CH3:14])=[C:3]([O:2][CH3:1])[CH:4]=3)[N:9]=[CH:8][CH:7]=2)=[C:17]([F:23])[CH:18]=1)=[S:37])(=[O:34])[C:27]1[CH:32]=[CH:31][CH:30]=[CH:29][CH:28]=1. The yield is 0.850. (10) The reactants are [Cl:1][CH2:2][CH2:3][N:4]=[C:5]=[O:6].[N:7]1[CH:12]=[CH:11][CH:10]=[C:9]([NH2:13])[CH:8]=1.C(OCC)(=O)C. The catalyst is C1(C)C=CC=CC=1. The product is [Cl:1][CH2:2][CH2:3][NH:4][C:5]([NH:13][C:9]1[CH:8]=[N:7][CH:12]=[CH:11][CH:10]=1)=[O:6]. The yield is 0.980.